This data is from Full USPTO retrosynthesis dataset with 1.9M reactions from patents (1976-2016). The task is: Predict the reactants needed to synthesize the given product. (1) Given the product [NH2:17][C:18]1[N:22]([C:23]2[CH:24]=[C:25]([CH:32]=[CH:33][C:34]=2[CH3:35])[C:26]([NH:28][CH:29]2[CH2:31][CH2:30]2)=[O:27])[CH:21]=[N:20][C:19]=1[C:36](=[O:40])[C:4]1[CH:5]=[CH:6][CH:7]=[C:2]([Br:1])[CH:3]=1, predict the reactants needed to synthesize it. The reactants are: [Br:1][C:2]1[CH:3]=[C:4](I)[CH:5]=[CH:6][CH:7]=1.C1([Mg]Cl)CCCCC1.[NH2:17][C:18]1[N:22]([C:23]2[CH:24]=[C:25]([CH:32]=[CH:33][C:34]=2[CH3:35])[C:26]([NH:28][CH:29]2[CH2:31][CH2:30]2)=[O:27])[CH:21]=[N:20][C:19]=1[C:36]#N.Cl.C([O-])([O-])=[O:40].[K+].[K+]. (2) Given the product [CH3:25][N:2]([CH3:1])[S:3]([N:6]1[C:10]([CH:34]=[O:35])=[CH:9][N:8]=[C:7]1[Si:18]([C:21]([CH3:23])([CH3:24])[CH3:22])([CH3:19])[CH3:20])(=[O:5])=[O:4], predict the reactants needed to synthesize it. The reactants are: [CH3:1][N:2]([CH3:25])[S:3]([N:6]1[C:10](SC2C=CC=CC=2)=[CH:9][N:8]=[C:7]1[Si:18]([C:21]([CH3:24])([CH3:23])[CH3:22])([CH3:20])[CH3:19])(=[O:5])=[O:4].[H-].[H-].[H-].[H-].[Li+].[Al+3].C1C[O:35][CH2:34]C1. (3) Given the product [Br:45][C:44]([Br:46])=[CH:23][C:3]1[C:2]([CH3:1])=[CH:10][C:9]([CH:11]=[CH2:12])=[C:8]2[C:4]=1[CH:5]=[CH:6][N:7]2[S:13]([C:16]1[CH:22]=[CH:21][C:19]([CH3:20])=[CH:18][CH:17]=1)(=[O:14])=[O:15], predict the reactants needed to synthesize it. The reactants are: [CH3:1][C:2]1[CH:10]=[C:9]([CH:11]=[CH2:12])[C:8]2[N:7]([S:13]([C:16]3[CH:22]=[CH:21][C:19]([CH3:20])=[CH:18][CH:17]=3)(=[O:15])=[O:14])[CH:6]=[CH:5][C:4]=2[C:3]=1[CH:23]=O.C1C=CC(P(C2C=CC=CC=2)C2C=CC=CC=2)=CC=1.[C:44](Br)(Br)([Br:46])[Br:45].